From a dataset of Reaction yield outcomes from USPTO patents with 853,638 reactions. Predict the reaction yield, written as a fraction of the theoretical maximum amount of product (1.0 means a 100% yield; for example, 0.34 means a 34% yield). (1) The reactants are [CH:1]([C:3]1[O:4][C:5]2[CH:12]=[CH:11][C:10]([C:13]#[N:14])=[CH:9][C:6]=2[C:7]=1[CH3:8])=[O:2].[CH:15]1([Mg]Br)[CH2:20][CH2:19][CH2:18][CH2:17][CH2:16]1.[Cl-].[NH4+]. The catalyst is O1CCCC1. The product is [CH:15]1([CH:1]([OH:2])[C:3]2[O:4][C:5]3[CH:12]=[CH:11][C:10]([C:13]#[N:14])=[CH:9][C:6]=3[C:7]=2[CH3:8])[CH2:20][CH2:19][CH2:18][CH2:17][CH2:16]1. The yield is 0.430. (2) The reactants are N1C2C(=CC=CC=2)C(CC(=O)C(O)=O)=C1.[OH-:16].[Na+].C([O-])(=O)C(C)=O.[Na+].[OH:25][C:26]([CH2:36][C:37]1[C:45]2[C:40](=[CH:41][CH:42]=[CH:43][CH:44]=2)[NH:39][CH:38]=1)([C:33]([OH:35])=[O:34])[CH2:27][C:28](=O)[C:29]([OH:31])=[O:30].Cl.[NH2:47]O.Cl. The catalyst is C(=O)([O-])[O-].[Na+].[Na+]. The product is [OH:25][C:26]([CH2:36][C:37]1[C:45]2[C:40](=[CH:41][CH:42]=[CH:43][CH:44]=2)[NH:39][CH:38]=1)([C:33]([OH:35])=[O:34])[CH2:27][C:28](=[N:47][OH:16])[C:29]([OH:31])=[O:30]. The yield is 0.320. (3) The reactants are Cl[C:2]1[N:3]=[CH:4][C:5]([C:8]([N:10]2[CH2:15][CH2:14][C:13]3[NH:16][C:17]([C:19]4[C:27]5[C:22](=[CH:23][C:24]([C:28]6[CH:33]=[C:32]([F:34])[C:31]([OH:35])=[CH:30][C:29]=6[CH2:36][CH3:37])=[CH:25][CH:26]=5)[NH:21][N:20]=4)=[N:18][C:12]=3[CH2:11]2)=[O:9])=[N:6][CH:7]=1.[CH:38]1([NH2:44])[CH2:43][CH2:42][CH2:41][CH2:40][CH2:39]1. No catalyst specified. The product is [CH:38]1([NH:44][C:2]2[N:3]=[CH:4][C:5]([C:8]([N:10]3[CH2:15][CH2:14][C:13]4[NH:16][C:17]([C:19]5[C:27]6[C:22](=[CH:23][C:24]([C:28]7[CH:33]=[C:32]([F:34])[C:31]([OH:35])=[CH:30][C:29]=7[CH2:36][CH3:37])=[CH:25][CH:26]=6)[NH:21][N:20]=5)=[N:18][C:12]=4[CH2:11]3)=[O:9])=[N:6][CH:7]=2)[CH2:43][CH2:42][CH2:41][CH2:40][CH2:39]1. The yield is 0.200.